Predict the reactants needed to synthesize the given product. From a dataset of Full USPTO retrosynthesis dataset with 1.9M reactions from patents (1976-2016). Given the product [CH2:18]([O:17][C:15]([N:11]1[CH2:12][CH2:13][CH2:14][CH:9]([NH:8][C:6]([O:5][C:1]([CH3:3])([CH3:4])[CH3:2])=[O:7])[CH:10]1[CH2:25][C:26]([OH:28])=[O:27])=[O:16])[C:19]1[CH:20]=[CH:21][CH:22]=[CH:23][CH:24]=1, predict the reactants needed to synthesize it. The reactants are: [C:1]([O:5][C:6]([NH:8][CH:9]1[CH2:14][CH2:13][CH2:12][N:11]([C:15]([O:17][CH2:18][C:19]2[CH:24]=[CH:23][CH:22]=[CH:21][CH:20]=2)=[O:16])[CH:10]1[CH2:25][C:26]([O:28]CC)=[O:27])=[O:7])([CH3:4])([CH3:3])[CH3:2].C(O)C.[OH-].[Na+].Cl.